From a dataset of Reaction yield outcomes from USPTO patents with 853,638 reactions. Predict the reaction yield, written as a fraction of the theoretical maximum amount of product (1.0 means a 100% yield; for example, 0.34 means a 34% yield). (1) The reactants are Cl.[Cl:2][C:3]1[CH:8]=[CH:7][N:6]=[C:5]([C:9]([O:11]C)=O)[CH:4]=1.[Cl-].[NH4+:14].CCOC(C)=O.O. The catalyst is N. The product is [Cl:2][C:3]1[CH:8]=[CH:7][N:6]=[C:5]([C:9]([NH2:14])=[O:11])[CH:4]=1. The yield is 0.803. (2) The reactants are [Cl:1][C:2]1[C:7]([C:8]#[N:9])=[C:6](F)[C:5]([CH3:11])=[CH:4][CH:3]=1.O.[NH2:13][NH2:14]. The catalyst is C(O)C. The product is [Cl:1][C:2]1[CH:3]=[CH:4][C:5]([CH3:11])=[C:6]2[C:7]=1[C:8]([NH2:9])=[N:13][NH:14]2. The yield is 0.990. (3) The reactants are FC(F)(F)C(O)=O.[Cl:8][C:9]1[CH:10]=[C:11]([CH:33]=[CH:34][C:35]=1[O:36][CH2:37][C:38]1[CH:43]=[CH:42][CH:41]=[C:40]([F:44])[CH:39]=1)[NH:12][C:13]1[C:22]2[C:17](=[CH:18][CH:19]=[CH:20][C:21]=2[O:23]CC2C=CC(OC)=CC=2)[N:16]=[CH:15][N:14]=1. The catalyst is C(Cl)Cl. The product is [Cl:8][C:9]1[CH:10]=[C:11]([CH:33]=[CH:34][C:35]=1[O:36][CH2:37][C:38]1[CH:43]=[CH:42][CH:41]=[C:40]([F:44])[CH:39]=1)[NH:12][C:13]1[C:22]2[C:17](=[CH:18][CH:19]=[CH:20][C:21]=2[OH:23])[N:16]=[CH:15][N:14]=1. The yield is 0.970.